This data is from Forward reaction prediction with 1.9M reactions from USPTO patents (1976-2016). The task is: Predict the product of the given reaction. (1) Given the reactants C[O:2]C1CCC(OC)O1.F[C:11]1[CH:12]=[C:13]([C@@H:18]([CH:36]2CCN(S(C)(=O)=O)[CH2:38][CH2:37]2)CC(N2[C@H](C3C=CC=CC=3)[C@H](C)N(C)C2=O)=O)C=C(F)[CH:16]=1.C(N)C1C=CC=CC=1.C([O-])(=O)C.[Na+].[OH-].[Na+], predict the reaction product. The product is: [CH3:38][CH2:37][C:36](=[O:2])[CH2:18][CH2:13][CH2:12][CH2:11][CH3:16]. (2) Given the reactants [C:1]1([CH3:34])[CH:6]=[CH:5][CH:4]=[C:3]([O:7][CH2:8][C@H:9]([NH:14][C:15]([C:28]2[CH:33]=[CH:32][CH:31]=[CH:30][CH:29]=2)([C:22]2[CH:27]=[CH:26][CH:25]=[CH:24][CH:23]=2)[C:16]2[CH:21]=[CH:20][CH:19]=[CH:18][CH:17]=2)[C:10]([O:12]C)=[O:11])[CH:2]=1.[OH-].[Li+].O.Cl, predict the reaction product. The product is: [C:1]1([CH3:34])[CH:6]=[CH:5][CH:4]=[C:3]([O:7][CH2:8][C@H:9]([NH:14][C:15]([C:28]2[CH:33]=[CH:32][CH:31]=[CH:30][CH:29]=2)([C:22]2[CH:23]=[CH:24][CH:25]=[CH:26][CH:27]=2)[C:16]2[CH:21]=[CH:20][CH:19]=[CH:18][CH:17]=2)[C:10]([OH:12])=[O:11])[CH:2]=1.